Dataset: Reaction yield outcomes from USPTO patents with 853,638 reactions. Task: Predict the reaction yield, written as a fraction of the theoretical maximum amount of product (1.0 means a 100% yield; for example, 0.34 means a 34% yield). The reactants are [CH3:1][C:2]1[CH:8]=[CH:7][C:5](N)=[CH:4][C:3]=1[N+:9]([O-:11])=[O:10].S(=O)(=O)(O)O.[Cl-].[Na+].N([O-])=O.[Na+].[Na+].[I-:24]. The catalyst is O. The product is [I:24][C:5]1[CH:7]=[CH:8][C:2]([CH3:1])=[C:3]([N+:9]([O-:11])=[O:10])[CH:4]=1. The yield is 0.820.